This data is from Forward reaction prediction with 1.9M reactions from USPTO patents (1976-2016). The task is: Predict the product of the given reaction. (1) Given the reactants [F:1][C:2]1[CH:7]=[CH:6][CH:5]=[C:4]([F:8])[C:3]=1[N:9]=[C:10]=[O:11].FC(F)(F)C1C=C(C=CC=1)C(Cl)=O.[NH2:25][C:26]1[C:31]2[C:32]([C:35]3[CH:36]=[C:37]([NH:41]C(=O)C4C=CC=C(C(F)(F)F)C=4)[CH:38]=[CH:39][CH:40]=3)=[CH:33][S:34][C:30]=2[C:29]([C:54]2[CH:55]=[N:56][CH:57]=[CH:58][CH:59]=2)=[CH:28][N:27]=1, predict the reaction product. The product is: [NH2:25][C:26]1[C:31]2[C:32]([C:35]3[CH:36]=[C:37]([NH:41][C:10]([NH:9][C:3]4[C:2]([F:1])=[CH:7][CH:6]=[CH:5][C:4]=4[F:8])=[O:11])[CH:38]=[CH:39][CH:40]=3)=[CH:33][S:34][C:30]=2[C:29]([C:54]2[CH:55]=[N:56][CH:57]=[CH:58][CH:59]=2)=[CH:28][N:27]=1. (2) Given the reactants [CH3:1][O:2][C:3]1[CH:4]=[C:5]([C:13]2[CH:18]=[C:17]([CH2:19][N:20]3C(=O)C4=CC=CC=C4C3=O)[CH:16]=[CH:15][N:14]=2)[CH:6]=[C:7]([O:11][CH3:12])[C:8]=1[O:9][CH3:10].O.NN, predict the reaction product. The product is: [NH2:20][CH2:19][C:17]1[CH:16]=[CH:15][N:14]=[C:13]([C:5]2[CH:6]=[C:7]([O:11][CH3:12])[C:8]([O:9][CH3:10])=[C:3]([O:2][CH3:1])[CH:4]=2)[CH:18]=1. (3) Given the reactants [N+:1]([C:4]1[CH:12]=[CH:11][C:7]([C:8]([OH:10])=[O:9])=[CH:6][C:5]=1OC)([O-:3])=[O:2].[CH3:15][NH2:16].Cl, predict the reaction product. The product is: [CH3:15][NH:16][C:5]1[CH:6]=[C:7]([CH:11]=[CH:12][C:4]=1[N+:1]([O-:3])=[O:2])[C:8]([OH:10])=[O:9]. (4) Given the reactants O[N:2]=[C:3]([C:13]1[CH:18]=[CH:17][C:16]([O:19][CH3:20])=[CH:15][CH:14]=1)[CH:4]([CH3:12])[C:5](=[O:11])[C:6]([O:8][CH2:9][CH3:10])=[O:7].S(=O)(=O)(O)O.C(=O)(O)[O-].[Na+], predict the reaction product. The product is: [CH3:20][O:19][C:16]1[CH:17]=[CH:18][C:13]([C:3]2[C:4]([CH3:12])=[C:5]([C:6]([O:8][CH2:9][CH3:10])=[O:7])[O:11][N:2]=2)=[CH:14][CH:15]=1. (5) Given the reactants [C:1]1([C:22]2[CH:27]=[CH:26][CH:25]=[CH:24][CH:23]=2)[CH:6]=[CH:5][C:4]([CH2:7][C:8]([NH:10][C:11]2[N:12]=[C:13](Br)[C:14]3[C:19]([CH:20]=2)=[CH:18][CH:17]=[CH:16][CH:15]=3)=[O:9])=[CH:3][CH:2]=1.[F:28][C:29]([F:40])([F:39])[C:30]1[CH:31]=[C:32](B(O)O)[CH:33]=[CH:34][CH:35]=1.C([O-])([O-])=O.[Na+].[Na+], predict the reaction product. The product is: [C:1]1([C:22]2[CH:27]=[CH:26][CH:25]=[CH:24][CH:23]=2)[CH:6]=[CH:5][C:4]([CH2:7][C:8]([NH:10][C:11]2[N:12]=[C:13]([C:33]3[CH:32]=[CH:31][C:30]([C:29]([F:40])([F:39])[F:28])=[CH:35][CH:34]=3)[C:14]3[C:19]([CH:20]=2)=[CH:18][CH:17]=[CH:16][CH:15]=3)=[O:9])=[CH:3][CH:2]=1. (6) The product is: [CH3:15][C:16]([OH:17])([CH3:19])[CH2:18][N:6]1[CH:7]=[CH:8][C:4]([N+:1]([O-:3])=[O:2])=[N:5]1. Given the reactants [N+:1]([C:4]1[CH:8]=[CH:7][NH:6][N:5]=1)([O-:3])=[O:2].C(=O)([O-])[O-].[K+].[K+].[CH3:15][C:16]1([CH3:19])[CH2:18][O:17]1, predict the reaction product. (7) The product is: [NH:1]1[C:5]2[CH:6]=[CH:7][C:8]([N:10]3[CH:14]([C:15]4[CH:20]=[CH:19][CH:18]=[C:17]([F:21])[C:16]=4[F:22])[C:13]([NH:31][CH:25]4[CH2:30][CH2:29][CH2:28][CH2:27][CH2:26]4)=[CH:12][C:11]3=[O:24])=[CH:9][C:4]=2[N:3]=[CH:2]1. Given the reactants [NH:1]1[C:5]2[CH:6]=[CH:7][C:8]([N:10]3[CH:14]([C:15]4[CH:20]=[CH:19][CH:18]=[C:17]([F:21])[C:16]=4[F:22])[C:13](O)=[CH:12][C:11]3=[O:24])=[CH:9][C:4]=2[N:3]=[CH:2]1.[CH:25]1([NH2:31])[CH2:30][CH2:29][CH2:28][CH2:27][CH2:26]1, predict the reaction product.